From a dataset of Peptide-MHC class I binding affinity with 185,985 pairs from IEDB/IMGT. Regression. Given a peptide amino acid sequence and an MHC pseudo amino acid sequence, predict their binding affinity value. This is MHC class I binding data. (1) The peptide sequence is YMPSVVETL. The MHC is HLA-A02:17 with pseudo-sequence HLA-A02:17. The binding affinity (normalized) is 0.752. (2) The peptide sequence is FSFPQITLW. The MHC is HLA-B40:01 with pseudo-sequence HLA-B40:01. The binding affinity (normalized) is 0.00267.